This data is from Peptide-MHC class II binding affinity with 134,281 pairs from IEDB. The task is: Regression. Given a peptide amino acid sequence and an MHC pseudo amino acid sequence, predict their binding affinity value. This is MHC class II binding data. (1) The peptide sequence is FLTGPLNFTGPCKGD. The MHC is HLA-DQA10201-DQB10202 with pseudo-sequence HLA-DQA10201-DQB10202. The binding affinity (normalized) is 0. (2) The peptide sequence is GELQIVDKHDAAFKI. The MHC is DRB1_1501 with pseudo-sequence DRB1_1501. The binding affinity (normalized) is 0.505. (3) The peptide sequence is VVAPQLPADLMIRII. The binding affinity (normalized) is 0.533. The MHC is HLA-DPA10301-DPB10402 with pseudo-sequence HLA-DPA10301-DPB10402.